This data is from Full USPTO retrosynthesis dataset with 1.9M reactions from patents (1976-2016). The task is: Predict the reactants needed to synthesize the given product. (1) Given the product [CH3:1][C:2]1[CH:7]=[CH:6][C:5]([S:8]([CH3:11])(=[O:10])=[O:9])=[CH:4][C:3]=1[C:12]1[C:13]2[CH:20]=[C:19]([CH2:21][OH:22])[CH:18]=[CH:17][C:14]=2[S:15][CH:16]=1, predict the reactants needed to synthesize it. The reactants are: [CH3:1][C:2]1[CH:7]=[CH:6][C:5]([S:8]([CH3:11])(=[O:10])=[O:9])=[CH:4][C:3]=1[C:12]1[C:13]2[CH:20]=[C:19]([CH:21]=[O:22])[CH:18]=[CH:17][C:14]=2[S:15][CH:16]=1.[BH4-].[Na+]. (2) Given the product [Cl:9][C:10]1[C:29]([C:36]2[N:35]([CH:46]3[CH2:51][CH2:50][CH2:49][CH2:48][O:47]3)[N:34]=[CH:33][C:32]=2[CH3:31])=[CH:28][C:13]([C:14]([NH:16][C:17]2[CH:22]=[CH:21][C:20]([O:23][C:24]([F:27])([F:26])[F:25])=[CH:19][CH:18]=2)=[O:15])=[CH:12][N:11]=1, predict the reactants needed to synthesize it. The reactants are: [O-]P([O-])([O-])=O.[K+].[K+].[K+].[Cl:9][C:10]1[C:29](I)=[CH:28][C:13]([C:14]([NH:16][C:17]2[CH:22]=[CH:21][C:20]([O:23][C:24]([F:27])([F:26])[F:25])=[CH:19][CH:18]=2)=[O:15])=[CH:12][N:11]=1.[CH3:31][C:32]1[CH:33]=[N:34][N:35]([CH:46]2[CH2:51][CH2:50][CH2:49][CH2:48][O:47]2)[C:36]=1B1OC(C)(C)C(C)(C)O1. (3) Given the product [F:1][C:2]([F:13])([F:14])[C:3]1[CH:4]=[CH:5][C:6]([C:9]#[C:10][CH:11]=[O:12])=[CH:7][CH:8]=1, predict the reactants needed to synthesize it. The reactants are: [F:1][C:2]([F:14])([F:13])[C:3]1[CH:8]=[CH:7][C:6]([C:9]#[C:10][CH2:11][OH:12])=[CH:5][CH:4]=1.CC(OI1(OC(C)=O)(OC(C)=O)OC(=O)C2C=CC=CC1=2)=O.C1C=CC=CC=1. (4) The reactants are: [F:1][C:2]1[CH:24]=[CH:23][CH:22]=[C:21]([F:25])[C:3]=1[C:4]([NH:6][C:7]1[C:16]2[C:11](=[CH:12][CH:13]=[CH:14][CH:15]=2)[C:10]([S:17](Cl)(=[O:19])=[O:18])=[CH:9][CH:8]=1)=[O:5].[N:26]([CH:29]([CH3:31])C)=[C:27]=[O:28]. Given the product [C:27]([N:26]1[CH2:29][CH2:31][CH:4]([NH:6][S:17]([C:10]2[C:11]3[C:16](=[CH:15][CH:14]=[CH:13][CH:12]=3)[C:7]([NH:6][C:4](=[O:5])[C:3]3[C:2]([F:1])=[CH:24][CH:23]=[CH:22][C:21]=3[F:25])=[CH:8][CH:9]=2)(=[O:19])=[O:18])[CH2:3][CH2:2]1)(=[O:28])[CH2:8][CH2:7][CH3:16], predict the reactants needed to synthesize it. (5) Given the product [CH3:21][N:19]1[CH:20]=[C:16]([NH:15][C:12]2[N:11]=[CH:10][C:9]3[CH:8]=[N:7][N:6]([CH2:5][C:4]4[CH:3]=[C:2]([NH:1][C:34](=[O:37])[CH:35]=[CH2:36])[CH:24]=[CH:23][CH:22]=4)[C:14]=3[CH:13]=2)[CH:17]=[N:18]1, predict the reactants needed to synthesize it. The reactants are: [NH2:1][C:2]1[CH:3]=[C:4]([CH:22]=[CH:23][CH:24]=1)[CH2:5][N:6]1[C:14]2[CH:13]=[C:12]([NH:15][C:16]3[CH:17]=[N:18][N:19]([CH3:21])[CH:20]=3)[N:11]=[CH:10][C:9]=2[CH:8]=[N:7]1.CCN(C(C)C)C(C)C.[C:34](Cl)(=[O:37])[CH:35]=[CH2:36]. (6) Given the product [F:1][C:2]1[CH:11]=[C:10]2[C:5](=[N:4][C:3]=1[O:13][CH2:14][CH2:15][CH2:16][CH2:17][N:22]1[CH2:23][CH2:24][N:19]([C:25]3[CH:34]=[CH:33][CH:32]=[C:31]4[C:26]=3[CH:27]=[CH:28][N:29]=[CH:30]4)[CH2:20][CH2:21]1)[NH:6][C:7](=[O:12])[CH2:8][CH2:9]2, predict the reactants needed to synthesize it. The reactants are: [F:1][C:2]1[C:3]([O:13][CH2:14][CH2:15][CH2:16][CH:17]=O)=[N:4][C:5]2[NH:6][C:7](=[O:12])[CH2:8][CH2:9][C:10]=2[CH:11]=1.[N:19]1([C:25]2[CH:34]=[CH:33][CH:32]=[C:31]3[C:26]=2[CH:27]=[CH:28][N:29]=[CH:30]3)[CH2:24][CH2:23][NH:22][CH2:21][CH2:20]1. (7) Given the product [CH3:1][O:2][C:3]([C:5]1[N:6]=[C:7]([I:40])[C:8]2[C:9](=[O:23])[N:10]([CH2:16][C:17]3[CH:22]=[CH:21][CH:20]=[CH:19][CH:18]=3)[CH:11]=[CH:12][C:13]=2[C:14]=1[OH:15])=[O:4], predict the reactants needed to synthesize it. The reactants are: [CH3:1][O:2][C:3]([C:5]1[N:6]=[CH:7][C:8]2[C:9](=[O:23])[N:10]([CH2:16][C:17]3[CH:22]=[CH:21][CH:20]=[CH:19][CH:18]=3)[CH:11]=[CH:12][C:13]=2[C:14]=1[OH:15])=[O:4].CC1C=C(C)N=C(C)C=1.CC1C([IH+:40])=C(C)N=C(C)C=1.F[P-](F)(F)(F)(F)F. (8) The reactants are: [CH3:1][O:2][C:3]1[CH:4]=[C:5]2[C:10](=[CH:11][C:12]=1[O:13][CH3:14])[CH2:9][N:8]([CH2:15][CH:16]([C:21]([CH2:23][Si](C)(C)C)=[CH2:22])[CH2:17][CH:18]([CH3:20])[CH3:19])[CH2:7][CH2:6]2.ClC1C(=O)C(C#N)=C(C#N)C(=O)C=1Cl.C([O-])(O)=O.[Na+]. Given the product [CH2:17]([CH:16]1[CH2:15][N:8]2[CH2:7][CH2:6][C:5]3[C:10]([CH:9]2[CH2:22][C:21]1=[CH2:23])=[CH:11][C:12]([O:13][CH3:14])=[C:3]([O:2][CH3:1])[CH:4]=3)[CH:18]([CH3:20])[CH3:19], predict the reactants needed to synthesize it. (9) Given the product [C:1]([O:5][C:6]([N:8]1[CH2:11][CH:10]([O:12][C:13]2[N:14]([CH:23]([CH3:25])[CH3:24])[C:15]3[CH:20]=[C:19]([NH:43][C:41]4[CH:40]=[CH:39][N:38]=[C:37]([C:35]5[CH:34]=[N:33][N:32]([S:29]([CH:26]6[CH2:28][CH2:27]6)(=[O:31])=[O:30])[CH:36]=5)[N:42]=4)[N:18]=[CH:17][C:16]=3[N:22]=2)[CH2:9]1)=[O:7])([CH3:4])([CH3:3])[CH3:2], predict the reactants needed to synthesize it. The reactants are: [C:1]([O:5][C:6]([N:8]1[CH2:11][CH:10]([O:12][C:13]2[N:14]([CH:23]([CH3:25])[CH3:24])[C:15]3[CH:20]=[C:19](Cl)[N:18]=[CH:17][C:16]=3[N:22]=2)[CH2:9]1)=[O:7])([CH3:4])([CH3:3])[CH3:2].[CH:26]1([S:29]([N:32]2[CH:36]=[C:35]([C:37]3[N:42]=[C:41]([NH2:43])[CH:40]=[CH:39][N:38]=3)[CH:34]=[N:33]2)(=[O:31])=[O:30])[CH2:28][CH2:27]1.C1(P(C2CCCCC2)C2C=CC=CC=2C2C(C(C)C)=CC(C(C)C)=CC=2C(C)C)CCCCC1.C(=O)([O-])[O-].[Cs+].[Cs+]. (10) Given the product [OH:15][CH2:14][CH2:16][N:17]1[C:5]([C:4]2[CH:7]=[CH:8][C:9]([O:49][CH3:48])=[C:2]([F:1])[CH:3]=2)=[C:27]([C:28]2[CH:29]=[C:30]([O:36][CH3:37])[CH:31]=[C:32]([O:34][CH3:35])[CH:33]=2)[N:38]=[CH:39]1, predict the reactants needed to synthesize it. The reactants are: [F:1][C:2]1[CH:3]=[C:4]([CH:7]=[CH:8][C:9]=1C)[CH:5]=O.[Cl-].[Ca+2].[Cl-].[CH2:14]([CH2:16][NH2:17])[OH:15].C1(C)C=CC(S([CH:27]([N+:38]#[C-:39])[C:28]2[CH:33]=[C:32]([O:34][CH3:35])[CH:31]=[C:30]([O:36][CH3:37])[CH:29]=2)(=O)=O)=CC=1.C(N)(C)(C)C.C1C[O:49][CH2:48]C1.